From a dataset of Peptide-MHC class I binding affinity with 185,985 pairs from IEDB/IMGT. Regression. Given a peptide amino acid sequence and an MHC pseudo amino acid sequence, predict their binding affinity value. This is MHC class I binding data. (1) The peptide sequence is MVIFFMSPK. The MHC is HLA-B45:06 with pseudo-sequence HLA-B45:06. The binding affinity (normalized) is 0.213. (2) The peptide sequence is RYSGFVRTL. The MHC is HLA-C04:01 with pseudo-sequence HLA-C04:01. The binding affinity (normalized) is 0.0847.